From a dataset of Full USPTO retrosynthesis dataset with 1.9M reactions from patents (1976-2016). Predict the reactants needed to synthesize the given product. (1) Given the product [OH:4][CH2:3][C@@H:2]([NH:1][C:7](=[O:13])[O:8][C:9]([CH3:12])([CH3:11])[CH3:10])[CH2:5][CH3:6], predict the reactants needed to synthesize it. The reactants are: [NH2:1][C@@H:2]([CH2:5][CH3:6])[CH2:3][OH:4].[C:7](=O)([O:13]C(C)(C)C)[O:8][C:9]([CH3:12])([CH3:11])[CH3:10].C(N(CC)CC)C. (2) Given the product [O:27]=[S:24]1(=[O:28])[CH2:25][CH2:26][N:21]([C:2]2[N:7]=[C:6]3[N:8]([Si:11]([CH:18]([CH3:20])[CH3:19])([CH:15]([CH3:17])[CH3:16])[CH:12]([CH3:14])[CH3:13])[CH:9]=[CH:10][C:5]3=[CH:4][CH:3]=2)[CH2:22][CH2:23]1, predict the reactants needed to synthesize it. The reactants are: Br[C:2]1[N:7]=[C:6]2[N:8]([Si:11]([CH:18]([CH3:20])[CH3:19])([CH:15]([CH3:17])[CH3:16])[CH:12]([CH3:14])[CH3:13])[CH:9]=[CH:10][C:5]2=[CH:4][CH:3]=1.[NH:21]1[CH2:26][CH2:25][S:24](=[O:28])(=[O:27])[CH2:23][CH2:22]1.CC(C)([O-])C.[Na+].[Na+].[Cl-]. (3) The reactants are: [F:1][C:2]1[CH:10]=[CH:9][C:8]([CH2:11][C:12]2[C:21]3[C:16](=[CH:17][CH:18]=[CH:19][CH:20]=3)[C:15](=[O:22])[NH:14][N:13]=2)=[CH:7][C:3]=1[C:4](O)=[O:5].F[P-](F)(F)(F)(F)F.N1(OC(N(C)C)=[N+](C)C)C2C=CC=CC=2N=N1.[O:47]1[CH2:52][CH2:51][N:50]([C:53]([C:55]2[N:56]=[C:57]([C:64]([F:67])([F:66])[F:65])[N:58]3[CH2:63][CH2:62][NH:61][CH2:60][C:59]=23)=[O:54])[CH2:49][CH2:48]1.C(N(CC)C(C)C)(C)C. Given the product [F:1][C:2]1[CH:10]=[CH:9][C:8]([CH2:11][C:12]2[C:21]3[C:16](=[CH:17][CH:18]=[CH:19][CH:20]=3)[C:15](=[O:22])[NH:14][N:13]=2)=[CH:7][C:3]=1[C:4]([N:61]1[CH2:62][CH2:63][N:58]2[C:57]([C:64]([F:66])([F:67])[F:65])=[N:56][C:55]([C:53]([N:50]3[CH2:51][CH2:52][O:47][CH2:48][CH2:49]3)=[O:54])=[C:59]2[CH2:60]1)=[O:5], predict the reactants needed to synthesize it.